Dataset: Full USPTO retrosynthesis dataset with 1.9M reactions from patents (1976-2016). Task: Predict the reactants needed to synthesize the given product. (1) The reactants are: COC1C=CC(C[N:8]2[C:16]3[C:11](=[CH:12][CH:13]=[CH:14][CH:15]=3)[C:10]3([C:28]4[C:19](=[CH:20][C:21]5[O:25][N:24]=[C:23]([CH3:26])[C:22]=5[CH:27]=4)[O:18][CH2:17]3)[C:9]2=[O:29])=CC=1.FC(F)(F)S(O)(=O)=O. Given the product [CH3:26][C:23]1[C:22]2[CH:27]=[C:28]3[C:10]4([C:11]5[C:16](=[CH:15][CH:14]=[CH:13][CH:12]=5)[NH:8][C:9]4=[O:29])[CH2:17][O:18][C:19]3=[CH:20][C:21]=2[O:25][N:24]=1, predict the reactants needed to synthesize it. (2) Given the product [OH:5][C:6]1[CH:11]=[CH:10][C:9]([O:12][CH3:13])=[C:8]([N:14]([CH2:19][CH2:20][N:21]2[CH2:26][CH2:25][O:24][CH2:23][CH2:22]2)[S:15]([CH3:18])(=[O:17])=[O:16])[CH:7]=1, predict the reactants needed to synthesize it. The reactants are: C(=O)([O:5][C:6]1[CH:11]=[CH:10][C:9]([O:12][CH3:13])=[C:8]([N:14]([CH2:19][CH2:20][N:21]2[CH2:26][CH2:25][O:24][CH2:23][CH2:22]2)[S:15]([CH3:18])(=[O:17])=[O:16])[CH:7]=1)OCC.[Li+].[OH-].